Dataset: Catalyst prediction with 721,799 reactions and 888 catalyst types from USPTO. Task: Predict which catalyst facilitates the given reaction. (1) Reactant: C([N:8]1[C:16]2[C:15](=[O:17])[N:14]([CH2:18][C:19]([OH:22])([CH3:21])[CH3:20])[C:13](=[O:23])[N:12]([CH3:24])[C:11]=2[N:10]=[CH:9]1)C1C=CC=CC=1. Product: [OH:22][C:19]([CH3:21])([CH3:20])[CH2:18][N:14]1[C:15](=[O:17])[C:16]2[NH:8][CH:9]=[N:10][C:11]=2[N:12]([CH3:24])[C:13]1=[O:23]. The catalyst class is: 285. (2) Reactant: [Li].[CH3:2][Si]([N-][Si](C)(C)C)(C)C.[CH3:11][C@H:12](NC)[C@@H:13]([OH:20])[C:14]1[CH:19]=[CH:18][CH:17]=[CH:16][CH:15]=1.O.[NH2:24][CH2:25][C:26]([NH2:28])=[O:27].Br[CH2:30][C:31]1[CH:36]=[CH:35][C:34]([CH2:37][CH3:38])=[C:33]([CH2:39][CH3:40])[CH:32]=1.Cl.N. Product: [NH2:24][C@H:25]([CH2:30][C:31]1[CH:36]=[CH:35][C:34]([CH2:37][CH3:38])=[C:33]([CH2:39][CH3:40])[CH:32]=1)[C:26]([N:28]([C@@H:12]([CH3:11])[C@@H:13]([OH:20])[C:14]1[CH:19]=[CH:18][CH:17]=[CH:16][CH:15]=1)[CH3:2])=[O:27]. The catalyst class is: 20. (3) Reactant: Br[C:2]1[CH:3]=[N:4][C:5]([O:8]N2C3=NC=CC=C3N=N2)=[N:6][CH:7]=1.COOB([C:23]1[CH:24]=[N:25]C=C[CH:28]=1)O.[C:29]([O-])([O-])=O.[Cs+].[Cs+].[CH3:35][O:36][CH2:37][CH2:38][O:39]C. Product: [CH3:35][O:36][C:37]1[C:38]([O:39][C:7]2[CH:2]=[CH:3][N:4]([CH3:29])[C:5](=[O:8])[N:6]=2)=[CH:28][CH:23]=[CH:24][N:25]=1. The catalyst class is: 73. (4) Reactant: [NH2:1][C:2]1[S:3][C:4]2[C:9]([NH:10][C@H:11]([CH2:14][CH2:15][CH3:16])[CH2:12][OH:13])=[N:8][C:7]([S:17]CC3C=CC=CC=3)=[N:6][C:5]=2[N:25]=1.[Na]. Product: [NH2:1][C:2]1[S:3][C:4]2[C:9]([NH:10][C@H:11]([CH2:14][CH2:15][CH3:16])[CH2:12][OH:13])=[N:8][C:7]([SH:17])=[N:6][C:5]=2[N:25]=1. The catalyst class is: 328.